Predict the product of the given reaction. From a dataset of Forward reaction prediction with 1.9M reactions from USPTO patents (1976-2016). (1) The product is: [CH3:17][O:16][C:13]1[N:12]=[N:11][C:10]([C:8]2[N:7]([C:18]3[CH:19]=[N:20][CH:21]=[CH:22][CH:23]=3)[N:6]=[C:5]([C:3]([OH:4])=[O:2])[CH:9]=2)=[CH:15][CH:14]=1. Given the reactants C[O:2][C:3]([C:5]1[CH:9]=[C:8]([C:10]2[N:11]=[N:12][C:13]([O:16][CH3:17])=[CH:14][CH:15]=2)[N:7]([C:18]2[CH:19]=[N:20][CH:21]=[CH:22][CH:23]=2)[N:6]=1)=[O:4].O.[OH-].[Li+].Cl, predict the reaction product. (2) Given the reactants [CH3:1][O:2][C:3](=[O:36])[C@@H:4]([NH:14][C:15]([C:17]1[C:18]([CH3:35])=[N:19][C:20]([NH:24][CH2:25][C:26]#[C:27][C:28]2[CH:33]=[CH:32][C:31]([OH:34])=[CH:30][CH:29]=2)=[N:21][C:22]=1[CH3:23])=[O:16])[CH2:5][NH:6][C:7]([C:9]1[S:10][CH:11]=[CH:12][CH:13]=1)=[O:8], predict the reaction product. The product is: [CH3:1][O:2][C:3](=[O:36])[C@@H:4]([NH:14][C:15]([C:17]1[C:18]([CH3:35])=[N:19][C:20]([NH:24][CH2:25][CH2:26][CH2:27][C:28]2[CH:33]=[CH:32][C:31]([OH:34])=[CH:30][CH:29]=2)=[N:21][C:22]=1[CH3:23])=[O:16])[CH2:5][NH:6][C:7]([C:9]1[S:10][CH:11]=[CH:12][CH:13]=1)=[O:8]. (3) The product is: [C:9]([OH:12])(=[O:11])[CH:10]=[CH:1][C:2]1[CH:7]=[CH:6][CH:5]=[CH:4][CH:3]=1. Given the reactants [CH:1](=O)[C:2]1[CH:7]=[CH:6][CH:5]=[CH:4][CH:3]=1.[C:9]([O-:12])(=[O:11])[CH3:10].[NH4+].C(O)(=O)CC(O)=O, predict the reaction product. (4) Given the reactants [N:1]([C:4]1[N:9]=[C:8]([C:10]2[N:11]=[CH:12][N:13]([CH2:15][CH2:16][CH2:17][CH2:18][N:19]3[C:27](=[O:28])[C:26]4[C:21](=[CH:22][CH:23]=[CH:24][CH:25]=4)[C:20]3=[O:29])[CH:14]=2)[CH:7]=[CH:6][N:5]=1)=[N+]=[N-], predict the reaction product. The product is: [NH2:1][C:4]1[N:9]=[C:8]([C:10]2[N:11]=[CH:12][N:13]([CH2:15][CH2:16][CH2:17][CH2:18][N:19]3[C:27](=[O:28])[C:26]4[C:21](=[CH:22][CH:23]=[CH:24][CH:25]=4)[C:20]3=[O:29])[CH:14]=2)[CH:7]=[CH:6][N:5]=1. (5) Given the reactants [CH3:1][S:2]([O:5][C:6]1[CH:7]=[C:8]([CH2:17][N:18]2[C:26]3[C:21](=[CH:22][CH:23]=[CH:24][CH:25]=3)[C:20]([CH2:27][C:28]3[CH:33]=[CH:32][CH:31]=[C:30]([C:34]([F:37])([F:36])[F:35])[CH:29]=3)=[C:19]2[C:38]([O:40][CH2:41][CH3:42])=[O:39])[CH:9]=[C:10]([O:12]S(C)(=O)=O)[CH:11]=1)(=[O:4])=[O:3].CCCC[N+](CCCC)(CCCC)CCCC.[F-].[NH4+].[Cl-], predict the reaction product. The product is: [OH:12][C:10]1[CH:9]=[C:8]([CH2:17][N:18]2[C:26]3[C:21](=[CH:22][CH:23]=[CH:24][CH:25]=3)[C:20]([CH2:27][C:28]3[CH:33]=[CH:32][CH:31]=[C:30]([C:34]([F:37])([F:36])[F:35])[CH:29]=3)=[C:19]2[C:38]([O:40][CH2:41][CH3:42])=[O:39])[CH:7]=[C:6]([O:5][S:2]([CH3:1])(=[O:4])=[O:3])[CH:11]=1.